Dataset: Retrosynthesis with 50K atom-mapped reactions and 10 reaction types from USPTO. Task: Predict the reactants needed to synthesize the given product. (1) Given the product CONC(=O)N(Cc1ccsc1)C1CCN(CCCN)CC1, predict the reactants needed to synthesize it. The reactants are: CONC(=O)N(Cc1ccsc1)C1CCN(CCCN2C(=O)c3ccccc3C2=O)CC1. (2) Given the product O=C(O)c1cnc(OCC2CC2)c(Br)c1, predict the reactants needed to synthesize it. The reactants are: O=C(O)c1cnc(Cl)c(Br)c1.OCC1CC1. (3) Given the product CC1CCCN1Cc1cc(C(F)(F)F)ccc1-c1cc(Oc2cccc3sc(N)nc23)ncn1, predict the reactants needed to synthesize it. The reactants are: CC1CCCN1Cc1cc(C(F)(F)F)ccc1B(O)O.Nc1nc2c(Oc3cc(I)ncn3)cccc2s1. (4) Given the product O=c1cc(COC2CCCCO2)occ1OCCCCn1ccc2ccccc21, predict the reactants needed to synthesize it. The reactants are: O=c1cc(COC2CCCCO2)occ1OCCCCBr.c1ccc2[nH]ccc2c1. (5) Given the product Cc1cc(N2CCC(Nc3nc4c(s3)CCCC4c3ccccc3)CC2)ncn1, predict the reactants needed to synthesize it. The reactants are: Cc1cc(Cl)ncn1.c1ccc(C2CCCc3sc(NC4CCNCC4)nc32)cc1. (6) Given the product COc1ccc(F)cc1C(=O)c1ccc(NC2CCN(Cc3ccccc3)CC2)nc1N, predict the reactants needed to synthesize it. The reactants are: COc1ccc(F)cc1C(=O)c1ccc(Cl)nc1N.NC1CCN(Cc2ccccc2)CC1.